From a dataset of Forward reaction prediction with 1.9M reactions from USPTO patents (1976-2016). Predict the product of the given reaction. (1) Given the reactants Cl[C:2]1[CH2:6][C@H:5]([CH:7]2[CH2:11][CH2:10][CH2:9][CH2:8]2)[N:4]([C:12]2[CH:19]=[CH:18][C:15]([C:16]#[N:17])=[C:14]([CH3:20])[N:13]=2)[N:3]=1.[CH2:21]([O:23][C:24]1[N:33]=[C:32](B2OC(C)(C)C(C)(C)O2)[CH:31]=[CH:30][C:25]=1[C:26]([O:28][CH3:29])=[O:27])[CH3:22], predict the reaction product. The product is: [C:16]([C:15]1[CH:18]=[CH:19][C:12]([N:4]2[C@@H:5]([CH:7]3[CH2:11][CH2:10][CH2:9][CH2:8]3)[CH2:6][C:2]([C:32]3[CH:31]=[CH:30][C:25]([C:26]([O:28][CH3:29])=[O:27])=[C:24]([O:23][CH2:21][CH3:22])[N:33]=3)=[N:3]2)=[N:13][C:14]=1[CH3:20])#[N:17]. (2) Given the reactants C(N(S(F)(F)[F:7])CC)C.[Br:10][C:11]1[CH:24]=[CH:23][C:14]([O:15][CH:16]2[CH2:20][N:19]([CH3:21])[CH2:18][CH:17]2O)=[C:13]([O:25][CH3:26])[CH:12]=1, predict the reaction product. The product is: [Br:10][C:11]1[CH:24]=[CH:23][C:14]([O:15][C@H:16]2[C@@H:17]([F:7])[CH2:18][N:19]([CH3:21])[CH2:20]2)=[C:13]([O:25][CH3:26])[CH:12]=1. (3) Given the reactants C(C1C=CC=C(C(C)C)C=1N1C=CN(C2C(C(C)C)=CC=CC=2C(C)C)C1[Cu]Cl)(C)C.CC(C)([O-])C.[Na+].[CH3:53][C:48]1([CH3:54])[C:49]([CH3:52])([CH3:51])[O:50][B:46]([B:46]2[O:50][C:49]([CH3:52])([CH3:51])[C:48]([CH3:54])([CH3:53])[O:47]2)[O:47]1.[C:56]([C:58]1[CH:63]=[CH:62][C:61]([C:64]([F:67])([F:66])[F:65])=[CH:60][CH:59]=1)#[CH:57].CO, predict the reaction product. The product is: [CH3:52][C:49]1([CH3:51])[C:48]([CH3:53])([CH3:54])[O:47][B:46]([C:56]([C:58]2[CH:59]=[CH:60][C:61]([C:64]([F:65])([F:66])[F:67])=[CH:62][CH:63]=2)=[CH2:57])[O:50]1.